This data is from Full USPTO retrosynthesis dataset with 1.9M reactions from patents (1976-2016). The task is: Predict the reactants needed to synthesize the given product. Given the product [ClH:21].[ClH:21].[N:1]1[CH:6]=[CH:5][C:4]([C:7]2[S:8][C:9]([C:15]3[CH:20]=[CH:19][N:18]=[CH:17][CH:16]=3)=[C:10]([CH3:14])[C:11]=2[CH:12]=[N:22][OH:23])=[CH:3][CH:2]=1, predict the reactants needed to synthesize it. The reactants are: [N:1]1[CH:6]=[CH:5][C:4]([C:7]2[S:8][C:9]([C:15]3[CH:20]=[CH:19][N:18]=[CH:17][CH:16]=3)=[C:10]([CH3:14])[C:11]=2[CH:12]=O)=[CH:3][CH:2]=1.[ClH:21].[NH2:22][OH:23].N1C=CC=CC=1.